This data is from Full USPTO retrosynthesis dataset with 1.9M reactions from patents (1976-2016). The task is: Predict the reactants needed to synthesize the given product. (1) The reactants are: Cl[C:2]1[CH:7]=[C:6]([Cl:8])[N:5]=[CH:4][N:3]=1.[N:9]1([C:15]([O:17][C:18]([CH3:21])([CH3:20])[CH3:19])=[O:16])[CH2:14][CH2:13][NH:12][CH2:11][CH2:10]1.C(N(CC)CC)C.O. Given the product [Cl:8][C:6]1[N:5]=[CH:4][N:3]=[C:2]([N:12]2[CH2:11][CH2:10][N:9]([C:15]([O:17][C:18]([CH3:21])([CH3:20])[CH3:19])=[O:16])[CH2:14][CH2:13]2)[CH:7]=1, predict the reactants needed to synthesize it. (2) Given the product [CH2:1]([CH:8]1[CH2:9][CH2:10][N:11]([C:14](=[O:18])[C:15]([NH:19][C:20]2[CH:21]=[C:22]3[C:26](=[CH:27][CH:28]=2)[NH:25][C:24](=[O:29])[CH2:23]3)=[O:17])[CH2:12][CH2:13]1)[C:2]1[CH:3]=[CH:4][CH:5]=[CH:6][CH:7]=1, predict the reactants needed to synthesize it. The reactants are: [CH2:1]([CH:8]1[CH2:13][CH2:12][N:11]([C:14](=[O:18])[C:15]([OH:17])=O)[CH2:10][CH2:9]1)[C:2]1[CH:7]=[CH:6][CH:5]=[CH:4][CH:3]=1.[NH2:19][C:20]1[CH:21]=[C:22]2[C:26](=[CH:27][CH:28]=1)[NH:25][C:24](=[O:29])[CH2:23]2.